Dataset: NCI-60 drug combinations with 297,098 pairs across 59 cell lines. Task: Regression. Given two drug SMILES strings and cell line genomic features, predict the synergy score measuring deviation from expected non-interaction effect. (1) Drug 1: CN(CC1=CN=C2C(=N1)C(=NC(=N2)N)N)C3=CC=C(C=C3)C(=O)NC(CCC(=O)O)C(=O)O. Drug 2: C1=NC2=C(N1)C(=S)N=CN2. Cell line: RPMI-8226. Synergy scores: CSS=66.0, Synergy_ZIP=-0.844, Synergy_Bliss=0.349, Synergy_Loewe=-2.29, Synergy_HSA=0.958. (2) Drug 1: CS(=O)(=O)CCNCC1=CC=C(O1)C2=CC3=C(C=C2)N=CN=C3NC4=CC(=C(C=C4)OCC5=CC(=CC=C5)F)Cl. Drug 2: CCC1(C2=C(COC1=O)C(=O)N3CC4=CC5=C(C=CC(=C5CN(C)C)O)N=C4C3=C2)O.Cl. Cell line: OVCAR3. Synergy scores: CSS=13.1, Synergy_ZIP=-0.985, Synergy_Bliss=6.56, Synergy_Loewe=-17.8, Synergy_HSA=0.108.